This data is from Forward reaction prediction with 1.9M reactions from USPTO patents (1976-2016). The task is: Predict the product of the given reaction. (1) Given the reactants [C:1]([OH:24])(=[O:23])[CH2:2][CH2:3][CH2:4][CH2:5][CH2:6][CH2:7][CH2:8][CH2:9][CH2:10][CH2:11][CH2:12][CH2:13][CH2:14][CH2:15][CH2:16][CH2:17][CH2:18][CH2:19][CH2:20][CH2:21][CH3:22].C(O)(=O)CCCCCCCCCCCCCCCCCCC.C(O)(=O)CCCCCCCCCCCCCCCCC.[OH-].[Na+:68], predict the reaction product. The product is: [C:1]([O-:24])(=[O:23])[CH2:2][CH2:3][CH2:4][CH2:5][CH2:6][CH2:7][CH2:8][CH2:9][CH2:10][CH2:11][CH2:12][CH2:13][CH2:14][CH2:15][CH2:16][CH2:17][CH2:18][CH2:19][CH2:20][CH2:21][CH3:22].[Na+:68]. (2) Given the reactants [NH2:17][C:16]1[CH:18]=[CH:19][C:20]([O:22][C:23]([F:24])([F:25])[F:26])=[CH:21][C:15]=1[S:14][S:14][C:15]1[CH:21]=[C:20]([O:22][C:23]([F:26])([F:25])[F:24])[CH:19]=[CH:18][C:16]=1[NH2:17].[S:27]1[CH2:32][C:31](=O)[CH2:30][C:29](=[O:34])[CH2:28]1, predict the reaction product. The product is: [F:26][C:23]([F:24])([F:25])[O:22][C:20]1[CH:19]=[CH:18][C:16]2[NH:17][C:31]3[CH2:32][S:27][CH2:28][C:29](=[O:34])[C:30]=3[S:14][C:15]=2[CH:21]=1. (3) Given the reactants [Si]([O:8][C:9]1[CH:14]=[CH:13][C:12]([N:15]([C:50]2[CH:55]=[CH:54][CH:53]=[CH:52][CH:51]=2)[C:16]([C:18]2[CH:22]=[C:21]([CH3:23])[N:20]([C:24]3[CH:29]=[C:28]([C:30]([F:33])([F:32])[F:31])[CH:27]=[CH:26][C:25]=3[C:34]([N:36]3[C@H:45]([CH2:46][N:47]([CH3:49])[CH3:48])[CH2:44][C:43]4[C:38](=[CH:39][CH:40]=[CH:41][CH:42]=4)[CH2:37]3)=[O:35])[CH:19]=2)=[O:17])=[CH:11][CH:10]=1)(C(C)(C)C)(C)C.[OH-].[K+], predict the reaction product. The product is: [CH3:48][N:47]([CH2:46][C@@H:45]1[CH2:44][C:43]2[C:38](=[CH:39][CH:40]=[CH:41][CH:42]=2)[CH2:37][N:36]1[C:34]([C:25]1[CH:26]=[CH:27][C:28]([C:30]([F:31])([F:32])[F:33])=[CH:29][C:24]=1[N:20]1[C:21]([CH3:23])=[CH:22][C:18]([C:16]([N:15]([C:12]2[CH:11]=[CH:10][C:9]([OH:8])=[CH:14][CH:13]=2)[C:50]2[CH:51]=[CH:52][CH:53]=[CH:54][CH:55]=2)=[O:17])=[CH:19]1)=[O:35])[CH3:49]. (4) Given the reactants [CH3:1][C:2]1[NH:6][C:5]2[CH:7]=[C:8]([O:12][CH2:13][CH2:14][CH2:15][C:16]([O:18][CH2:19][CH3:20])=[O:17])[CH:9]=[C:10]([CH3:11])[C:4]=2[N:3]=1.[Cl:21][C:22]1[C:27]([Cl:28])=[CH:26][CH:25]=[CH:24][C:23]=1[CH2:29]Cl, predict the reaction product. The product is: [Cl:21][C:22]1[C:27]([Cl:28])=[CH:26][CH:25]=[CH:24][C:23]=1[CH2:29][N:6]1[C:5]2[CH:7]=[C:8]([O:12][CH2:13][CH2:14][CH2:15][C:16]([O:18][CH2:19][CH3:20])=[O:17])[CH:9]=[C:10]([CH3:11])[C:4]=2[N:3]=[C:2]1[CH3:1].